Dataset: Reaction yield outcomes from USPTO patents with 853,638 reactions. Task: Predict the reaction yield, written as a fraction of the theoretical maximum amount of product (1.0 means a 100% yield; for example, 0.34 means a 34% yield). (1) The reactants are [N+:1]1([O-])[C:10]2[CH2:9][CH2:8][CH2:7][CH2:6][C:5]=2[CH:4]=[CH:3][CH:2]=1.C[Si]([C:16]#[N:17])(C)C.CN(C)C(Cl)=O. The catalyst is [N+](CC)([O-])=O. The product is [C:16]([C:2]1[CH:3]=[CH:4][C:5]2[CH2:6][CH2:7][CH2:8][CH2:9][C:10]=2[N:1]=1)#[N:17]. The yield is 0.170. (2) The reactants are [CH:1]1([C:4]2[N:9]=[C:8]([C:10]3[CH:11]=[C:12]4[C:16](=[CH:17][CH:18]=3)[NH:15][CH:14]=[C:13]4[C:19]3[CH:24]=[C:23]([O:25]CC4C=CC(OC)=CC=4)[N:22]=[C:21]([NH:35][CH:36]([CH3:38])[CH3:37])[N:20]=3)[CH:7]=[N:6][CH:5]=2)[CH2:3][CH2:2]1.C(O)(C(F)(F)F)=O. No catalyst specified. The product is [CH:1]1([C:4]2[N:9]=[C:8]([C:10]3[CH:11]=[C:12]4[C:16](=[CH:17][CH:18]=3)[NH:15][CH:14]=[C:13]4[C:19]3[N:20]=[C:21]([NH:35][CH:36]([CH3:37])[CH3:38])[NH:22][C:23](=[O:25])[CH:24]=3)[CH:7]=[N:6][CH:5]=2)[CH2:3][CH2:2]1. The yield is 0.157. (3) The reactants are C([O:5][C:6]([N:8]1[CH2:13][CH2:12][N:11]([CH2:14][C:15]2[CH:20]=[CH:19][C:18]([C:21]3[NH:41][C:24]4=[N:25][CH:26]=[C:27]([Br:40])[C:28]([NH:29][C@H:30]5[C@@H:35]([C:36](=[O:38])[NH2:37])[C@H:34]6[CH2:39][C@@H:31]5[CH:32]=[CH:33]6)=[C:23]4[N:22]=3)=[CH:17][CH:16]=2)[CH2:10][CH2:9]1)=O)(C)(C)C.[C:42](O)(C(F)(F)F)=O.C(OC(=O)C)(=O)C.C(N(CC)CC)C. The product is [C:6]([N:8]1[CH2:13][CH2:12][N:11]([CH2:14][C:15]2[CH:20]=[CH:19][C:18]([C:21]3[NH:41][C:24]4=[N:25][CH:26]=[C:27]([Br:40])[C:28]([NH:29][C@@H:30]5[C@@H:31]6[CH2:39][C@@H:34]([CH:33]=[CH:32]6)[C@@H:35]5[C:36]([NH2:37])=[O:38])=[C:23]4[N:22]=3)=[CH:17][CH:16]=2)[CH2:10][CH2:9]1)(=[O:5])[CH3:42]. The catalyst is C(Cl)Cl.C1COCC1.C(Cl)Cl. The yield is 0.180. (4) The reactants are C[Si]([C:5]#[C:6][C:7]1[CH:8]=[CH:9][C:10]2[C:19]3[CH:18]=[C:17]4[CH2:20][CH2:21][CH2:22][C:23](=[O:24])[C:16]4=[CH:15][C:14]=3[O:13][CH2:12][C:11]=2[CH:25]=1)(C)C.C(O)=[O:27]. No catalyst specified. The product is [C:6]([C:7]1[CH:8]=[CH:9][C:10]2[C:19]3[CH:18]=[C:17]4[CH2:20][CH2:21][CH2:22][C:23](=[O:24])[C:16]4=[CH:15][C:14]=3[O:13][CH2:12][C:11]=2[CH:25]=1)(=[O:27])[CH3:5]. The yield is 0.860. (5) The reactants are ClC1C=CC=CC=1[C:8]1[C:16]2[C:11](=[CH:12][CH:13]=[C:14]([C:17](O)=[O:18])[CH:15]=2)[N:10]([C:20]2[CH:25]=[CH:24][C:23]([CH3:26])=[CH:22][CH:21]=2)[N:9]=1.[ClH:27].Cl.[CH3:29][C:30]1[N:34]=[C:33]([C@H:35]([NH2:37])[CH3:36])[O:32][N:31]=1.Cl.CN(C)[CH2:41][CH2:42][CH2:43]N=C=NCC.ON1[C:55]2N=CC=[CH:59][C:54]=2N=N1.CN1CCOCC1. The catalyst is CN(C)C=O. The product is [Cl:27][C:41]1[CH:42]=[CH:43][CH:59]=[CH:54][C:55]=1[N:9]1[CH2:8][C:16]2[C:11](=[CH:12][CH:13]=[C:14]([C:17]([NH:37][C@@H:35]([C:33]3[O:32][N:31]=[C:30]([CH3:29])[N:34]=3)[CH3:36])=[O:18])[CH:15]=2)[N:10]1[C:20]1[CH:21]=[CH:22][C:23]([CH3:26])=[CH:24][CH:25]=1. The yield is 0.506. (6) The reactants are [NH2:1][C:2]1[CH:7]=[CH:6][CH:5]=[CH:4][C:3]=1[S:8]([NH:11][C:12]1[CH:13]=[CH:14][CH:15]=[C:16]2[C:21]=1[N:20]=[CH:19][CH:18]=[CH:17]2)(=[O:10])=[O:9].CCN(C(C)C)C(C)C.[C:31](OC(=O)C)(=[O:33])[CH3:32]. The catalyst is C1COCC1. The product is [N:20]1[C:21]2[C:16](=[CH:15][CH:14]=[CH:13][C:12]=2[NH:11][S:8]([C:3]2[CH:4]=[CH:5][CH:6]=[CH:7][C:2]=2[NH:1][C:31](=[O:33])[CH3:32])(=[O:10])=[O:9])[CH:17]=[CH:18][CH:19]=1. The yield is 0.180. (7) The reactants are Cl[C:2]1[CH:10]=[CH:9][CH:8]=[C:7]2[C:3]=1[CH2:4][CH2:5][CH:6]2[N:11]1[CH:16]=[CH:15][CH:14]=[C:13]([C:17]([NH:19][C:20]2[CH:25]=[CH:24][N:23]=[CH:22][CH:21]=2)=[O:18])[C:12]1=[O:26].[C:27]1(B(O)O)[CH:32]=[CH:31][CH:30]=[CH:29][CH:28]=1.C([O-])([O-])=O.[Na+].[Na+].O. The yield is 0.100. The catalyst is COCCOC.Cl[Pd](Cl)([P](C1C=CC=CC=1)(C1C=CC=CC=1)C1C=CC=CC=1)[P](C1C=CC=CC=1)(C1C=CC=CC=1)C1C=CC=CC=1. The product is [O:26]=[C:12]1[C:13]([C:17]([NH:19][C:20]2[CH:21]=[CH:22][N:23]=[CH:24][CH:25]=2)=[O:18])=[CH:14][CH:15]=[CH:16][N:11]1[CH:6]1[C:2]2[C:3](=[C:7]([C:27]3[CH:32]=[CH:31][CH:30]=[CH:29][CH:28]=3)[CH:8]=[CH:9][CH:10]=2)[CH2:4][CH2:5]1. (8) The yield is 0.836. The catalyst is C1COCC1.[Cl-].[Na+].O.O. The product is [C:39]([O:38][C:36]([N:35]1[CH2:34][CH2:33][CH2:32][C@H:31]1[C@H:19]([C:20]1[CH:25]=[CH:24][C:23]([C:26]([F:29])([F:27])[F:28])=[C:22]([F:30])[CH:21]=1)[C:18]([OH:45])=[O:46])=[O:37])([CH3:42])([CH3:40])[CH3:41]. The reactants are [Li+].[OH-].OO.C([C@@H]1COC(=O)N1[C:18](=[O:45])[C@H:19]([C@H:31]1[N:35]([C:36]([O:38][C:39]([CH3:42])([CH3:41])[CH3:40])=[O:37])[C:34](C)(C)[CH2:33][CH2:32]1)[C:20]1[CH:25]=[CH:24][C:23]([C:26]([F:29])([F:28])[F:27])=[C:22]([F:30])[CH:21]=1)C1C=CC=CC=1.[O-:46]S([O-])=O.[Na+].[Na+].OS([O-])(=O)=O.[K+]. (9) The reactants are [CH2:1]([O:8][C:9]1[CH:10]=[C:11]2[C:16](=[CH:17][CH:18]=1)[NH:15][CH2:14][CH2:13][CH2:12]2)[C:2]1[CH:7]=[CH:6][CH:5]=[CH:4][CH:3]=1.Cl[CH2:20][CH2:21][CH2:22][O:23][C:24]1[CH:29]=[CH:28][C:27]([O:30][C:31]([F:34])([F:33])[F:32])=[CH:26][CH:25]=1.C(=O)([O-])[O-].[K+].[K+].[I-].[Na+]. The catalyst is CN1C(=O)CCC1.O. The product is [CH2:1]([O:8][C:9]1[CH:10]=[C:11]2[C:16](=[CH:17][CH:18]=1)[N:15]([CH2:20][CH2:21][CH2:22][O:23][C:24]1[CH:29]=[CH:28][C:27]([O:30][C:31]([F:32])([F:33])[F:34])=[CH:26][CH:25]=1)[CH2:14][CH2:13][CH2:12]2)[C:2]1[CH:3]=[CH:4][CH:5]=[CH:6][CH:7]=1. The yield is 0.930. (10) The reactants are [NH2:1][C:2]1[C:7]([C:8]([C:10]2[CH:15]=[CH:14][CH:13]=[C:12](Br)[N:11]=2)=[O:9])=[CH:6][C:5]([Br:17])=[CH:4][N:3]=1.[C:18]([N:25]1[CH2:31][CH2:30][CH2:29][NH:28][CH2:27][CH2:26]1)([O:20][C:21]([CH3:24])([CH3:23])[CH3:22])=[O:19].C([O-])([O-])=O.[K+].[K+]. The catalyst is CN(C=O)C. The product is [NH2:1][C:2]1[N:3]=[CH:4][C:5]([Br:17])=[CH:6][C:7]=1[C:8]([C:10]1[N:11]=[C:12]([N:28]2[CH2:29][CH2:30][CH2:31][N:25]([C:18]([O:20][C:21]([CH3:24])([CH3:23])[CH3:22])=[O:19])[CH2:26][CH2:27]2)[CH:13]=[CH:14][CH:15]=1)=[O:9]. The yield is 0.370.